Dataset: Catalyst prediction with 721,799 reactions and 888 catalyst types from USPTO. Task: Predict which catalyst facilitates the given reaction. (1) Reactant: [Br:1][C:2]1[C:10]2[C:5](=[N:6][C:7]([NH:11][C@H:12]([CH2:14][CH2:15][CH3:16])[CH3:13])=[N:8][CH:9]=2)[NH:4][N:3]=1.Cl[CH:18]1[CH2:23][CH2:22][CH:21]([OH:24])[CH2:20][CH2:19]1.C([O-])([O-])=O.[K+].[K+]. Product: [Br:1][C:2]1[C:10]2[C:5](=[N:6][C:7]([NH:11][C@H:12]([CH2:14][CH2:15][CH3:16])[CH3:13])=[N:8][CH:9]=2)[N:4]([C@H:18]2[CH2:23][CH2:22][C@H:21]([OH:24])[CH2:20][CH2:19]2)[N:3]=1. The catalyst class is: 80. (2) Reactant: [C:1]([C:3]1[CH:4]=[C:5]2[C:10](=[CH:11][CH:12]=1)[N:9]=[C:8]([NH:13][C:14]1[CH:19]=[C:18]([O:20][C@H:21]3[CH2:25][CH2:24][NH:23][CH2:22]3)[CH:17]=[C:16]([C:26]3[CH:27]=[N:28][N:29]([CH3:31])[CH:30]=3)[CH:15]=1)[N:7]=[CH:6]2)#[CH:2].C(N(CC)CC)C.[CH3:39][N:40]([CH3:45])[CH2:41][C:42](O)=[O:43].CN(C(ON1N=NC2C=CC=NC1=2)=[N+](C)C)C.F[P-](F)(F)(F)(F)F. Product: [CH3:39][N:40]([CH3:45])[CH2:41][C:42]([N:23]1[CH2:24][CH2:25][C@H:21]([O:20][C:18]2[CH:17]=[C:16]([C:26]3[CH:27]=[N:28][N:29]([CH3:31])[CH:30]=3)[CH:15]=[C:14]([NH:13][C:8]3[N:7]=[CH:6][C:5]4[C:10](=[CH:11][CH:12]=[C:3]([C:1]#[CH:2])[CH:4]=4)[N:9]=3)[CH:19]=2)[CH2:22]1)=[O:43]. The catalyst class is: 3. (3) The catalyst class is: 14. Reactant: [C:1]1([C@H:7]2[C@@H:11]([C:12]3[CH:17]=[CH:16][CH:15]=[CH:14][CH:13]=3)[NH:10][C:9](=[S:18])[NH:8]2)[CH:6]=[CH:5][CH:4]=[CH:3][CH:2]=1.[Cl:19][C:20]1[CH:27]=[CH:26][CH:25]=[CH:24][C:21]=1[CH2:22]Cl. Product: [ClH:19].[Cl:19][C:20]1[CH:27]=[CH:26][CH:25]=[CH:24][C:21]=1[CH2:22][S:18][C:9]1[NH:8][C@H:7]([C:1]2[CH:2]=[CH:3][CH:4]=[CH:5][CH:6]=2)[C@H:11]([C:12]2[CH:13]=[CH:14][CH:15]=[CH:16][CH:17]=2)[N:10]=1. (4) Reactant: [C:1]1([CH2:11][C:12]([OH:14])=O)[CH:6]=[CH:5][C:4]([CH2:7][C:8]([OH:10])=[O:9])=[CH:3][CH:2]=1.C1CN([P+](ON2N=N[C:34]3[CH:35]=[CH:36][CH:37]=[CH:38][C:33]2=3)(N2CCCC2)N2CCCC2)CC1.F[P-](F)(F)(F)(F)F.C(CN)C1C=CC=CC=1.C[CH2:58][N:59](C(C)C)[CH:60](C)C. Product: [CH2:58]([N:59]([CH3:60])[C:12]([CH2:11][C:1]1[CH:2]=[CH:3][C:4]([CH2:7][C:8]([OH:10])=[O:9])=[CH:5][CH:6]=1)=[O:14])[C:33]1[CH:34]=[CH:35][CH:36]=[CH:37][CH:38]=1. The catalyst class is: 2. (5) Reactant: [NH2:1][C:2]1[CH:7]=[CH:6][C:5]([S:8]C#N)=[CH:4][C:3]=1[C:11]#[N:12].I[CH:14](C)C.[OH-].[Na+].C1O[CH2:32][CH2:31]OCCOCCOCCOC1.[BH4-].[Na+]. Product: [NH2:1][C:2]1[CH:7]=[CH:6][C:5]([S:8][CH:31]([CH3:32])[CH3:14])=[CH:4][C:3]=1[C:11]#[N:12]. The catalyst class is: 7. (6) Reactant: [C:1]([O:5][C:6](=[O:22])[NH:7][C:8]1[CH:13]=[CH:12][C:11]([CH2:14][Si](C)(C)C)=[C:10]([N+:19]([O-:21])=[O:20])[CH:9]=1)([CH3:4])([CH3:3])[CH3:2].[Cl:23][C:24]1[CH:31]=[CH:30][CH:29]=[C:28]([O:32][CH3:33])[C:25]=1[CH:26]=[O:27].[F-].C([N+](CCCC)(CCCC)CCCC)CCC.O. Product: [C:1]([O:5][C:6](=[O:22])[NH:7][C:8]1[CH:13]=[CH:12][C:11]([CH2:14][CH:26]([C:25]2[C:28]([O:32][CH3:33])=[CH:29][CH:30]=[CH:31][C:24]=2[Cl:23])[OH:27])=[C:10]([N+:19]([O-:21])=[O:20])[CH:9]=1)([CH3:4])([CH3:3])[CH3:2]. The catalyst class is: 1. (7) Reactant: [CH:1]1([N:5]2[C:13]3[C:8](=[CH:9][CH:10]=[C:11]([OH:14])[CH:12]=3)[C:7]([C:15]#[N:16])=[CH:6]2)[CH2:4][CH2:3][CH2:2]1.[Li+].CC([N-]C(C)C)C.[I:25]I.C([O-])([O-])=O.[Cs+].[Cs+].Cl[C:34]1[N:39]=[CH:38][CH:37]=[CH:36][N:35]=1. Product: [CH:1]1([N:5]2[C:13]3[C:8](=[CH:9][CH:10]=[C:11]([O:14][C:34]4[N:39]=[CH:38][CH:37]=[CH:36][N:35]=4)[CH:12]=3)[C:7]([C:15]#[N:16])=[C:6]2[I:25])[CH2:2][CH2:3][CH2:4]1. The catalyst class is: 118. (8) Reactant: [F:1][CH2:2][C:3](=[O:34])[CH:4]([NH:9][C:10]([CH:12]1[CH2:17][CH2:16][CH2:15][CH2:14][N:13]1[C:18]([N:20]1[C:33]2[CH:32]=[CH:31][CH:30]=[CH:29][C:28]=2[S:27][C:26]2[C:21]1=[CH:22][CH:23]=[CH:24][CH:25]=2)=[O:19])=[O:11])[CH2:5][C:6]([OH:8])=O.C(Cl)CCl.[CH2:39]([NH2:41])[CH3:40]. Product: [CH2:39]([NH:41][C:6](=[O:8])[CH2:5][CH:4]([NH:9][C:10]([CH:12]1[CH2:17][CH2:16][CH2:15][CH2:14][N:13]1[C:18]([N:20]1[C:21]2[CH:22]=[CH:23][CH:24]=[CH:25][C:26]=2[S:27][C:28]2[C:33]1=[CH:32][CH:31]=[CH:30][CH:29]=2)=[O:19])=[O:11])[C:3](=[O:34])[CH2:2][F:1])[CH3:40]. The catalyst class is: 168. (9) Reactant: [CH3:1][N:2]1[CH2:30][CH2:29][C:5]2[N:6]([CH2:14][C:15]([C:22]3[CH:27]=[CH:26][C:25]([F:28])=[CH:24][CH:23]=3)=[CH:16][C:17](OCC)=[O:18])[C:7]3[CH:8]=[CH:9][C:10]([CH3:13])=[CH:11][C:12]=3[C:4]=2[CH2:3]1.[CH3:31][NH2:32]. Product: [CH3:1][N:2]1[CH2:30][CH2:29][C:5]2[N:6](/[CH:14]=[C:15](/[C:22]3[CH:27]=[CH:26][C:25]([F:28])=[CH:24][CH:23]=3)\[CH2:16][C:17]([NH:32][CH3:31])=[O:18])[C:7]3[CH:8]=[CH:9][C:10]([CH3:13])=[CH:11][C:12]=3[C:4]=2[CH2:3]1. The catalyst class is: 6. (10) Reactant: [NH2:1][CH2:2][CH2:3][C:4]1[C:12]2[C:7](=[CH:8][CH:9]=[CH:10][CH:11]=2)[NH:6][CH:5]=1.[CH3:13][N:14]([CH3:28])[C:15]1([C:22]2[CH:27]=[CH:26][CH:25]=[CH:24][CH:23]=2)[CH2:20][CH2:19][C:18](=O)[CH2:17][CH2:16]1.C(O)(=O)C.C(O[BH-](OC(=O)C)OC(=O)C)(=O)C.[Na+]. Product: [NH:6]1[C:7]2[C:12](=[CH:11][CH:10]=[CH:9][CH:8]=2)[C:4]([CH2:3][CH2:2][NH:1][CH:18]2[CH2:17][CH2:16][C:15]([C:22]3[CH:23]=[CH:24][CH:25]=[CH:26][CH:27]=3)([N:14]([CH3:28])[CH3:13])[CH2:20][CH2:19]2)=[CH:5]1. The catalyst class is: 325.